From a dataset of Catalyst prediction with 721,799 reactions and 888 catalyst types from USPTO. Predict which catalyst facilitates the given reaction. (1) Reactant: [CH2:1]([O:3][C:4]1[N:13]=[CH:12][CH:11]=[C:10]2[C:5]=1[CH:6]([C:22]1[CH:29]=[CH:28][C:25]([C:26]#[N:27])=[CH:24][C:23]=1[O:30][CH3:31])[C:7]([C:15]([N:17]1C=CN=C1)=[O:16])=[C:8]([CH3:14])[NH:9]2)[CH3:2].N. Product: [C:26]([C:25]1[CH:28]=[CH:29][C:22]([CH:6]2[C:5]3[C:10](=[CH:11][CH:12]=[N:13][C:4]=3[O:3][CH2:1][CH3:2])[NH:9][C:8]([CH3:14])=[C:7]2[C:15]([NH2:17])=[O:16])=[C:23]([O:30][CH3:31])[CH:24]=1)#[N:27]. The catalyst class is: 3. (2) Reactant: OC(C)(C)C[N:4]1[CH:8]=[CH:7][C:6]([NH:9][C:10](=[O:30])[C@@H:11]([N:16]2[CH2:20][C:19]([O:21][C:22]3[CH:27]=[CH:26][CH:25]=[CH:24][C:23]=3[Cl:28])=[CH:18][C:17]2=[O:29])[CH2:12][CH:13]([CH3:15])[CH3:14])=[N:5]1.Cl.CN(C)CCCN=C=NCC.ON1C2C=CC=CC=2N=N1.[C:55]([O:59][C:60]([N:62]1[C@H:66]([CH2:67]N2C=CC(N)=N2)[CH2:65][O:64][C:63]1([CH3:75])[CH3:74])=[O:61])([CH3:58])([CH3:57])[CH3:56]. Product: [C:55]([O:59][C:60]([N:62]1[C@H:66]([CH2:67][N:4]2[CH:8]=[CH:7][C:6]([NH:9][C:10](=[O:30])[C@@H:11]([N:16]3[CH2:20][C:19]([O:21][C:22]4[CH:27]=[CH:26][CH:25]=[CH:24][C:23]=4[Cl:28])=[CH:18][C:17]3=[O:29])[CH2:12][CH:13]([CH3:14])[CH3:15])=[N:5]2)[CH2:65][O:64][C:63]1([CH3:74])[CH3:75])=[O:61])([CH3:58])([CH3:56])[CH3:57]. The catalyst class is: 4. (3) Product: [Cl:1][C:2]1[N:10]=[CH:9][CH:8]=[CH:7][C:3]=1[C:4]([O:6][CH:17]([CH3:19])[CH3:18])=[O:5]. Reactant: [Cl:1][C:2]1[N:10]=[CH:9][CH:8]=[CH:7][C:3]=1[C:4]([OH:6])=[O:5].C(Cl)(=O)C(Cl)=O.[CH:17](O)([CH3:19])[CH3:18].CCN(CC)CC. The catalyst class is: 59. (4) Reactant: [Cl:1][C:2]1[CH:3]=[C:4]([CH:8]=[CH:9][N:10]=1)[C:5](O)=[O:6].CSC.B.O.Cl. Product: [Cl:1][C:2]1[CH:3]=[C:4]([CH2:5][OH:6])[CH:8]=[CH:9][N:10]=1. The catalyst class is: 54. (5) Reactant: [NH2:1][C:2]1[C:3]([CH:23]2[CH2:25][CH2:24]2)=[N:4][C:5]([N:10]2[CH2:15][CH2:14][N:13]([C:16](=[O:21])[CH2:17][CH2:18][O:19][CH3:20])[C@H:12]([CH3:22])[CH2:11]2)=[C:6]([CH:9]=1)[C:7]#[N:8].Cl[C:27]1[CH:32]=[C:31]([CH:33]=[CH2:34])[CH:30]=[CH:29][N:28]=1.CC1(C)C2C(=C(P(C3C=CC=CC=3)C3C=CC=CC=3)C=CC=2)OC2C(P(C3C=CC=CC=3)C3C=CC=CC=3)=CC=CC1=2.C([O-])([O-])=O.[Cs+].[Cs+]. Product: [CH:23]1([C:3]2[C:2]([NH:1][C:27]3[CH:32]=[C:31]([CH:33]=[CH2:34])[CH:30]=[CH:29][N:28]=3)=[CH:9][C:6]([C:7]#[N:8])=[C:5]([N:10]3[CH2:15][CH2:14][N:13]([C:16](=[O:21])[CH2:17][CH2:18][O:19][CH3:20])[C@H:12]([CH3:22])[CH2:11]3)[N:4]=2)[CH2:25][CH2:24]1. The catalyst class is: 62.